From a dataset of Full USPTO retrosynthesis dataset with 1.9M reactions from patents (1976-2016). Predict the reactants needed to synthesize the given product. (1) Given the product [CH3:35][O:34][C:32]([C:22]1[C:21]([NH:20][C:5](=[O:7])[C:4]2[CH:8]=[CH:9][CH:10]=[C:2]([Br:1])[CH:3]=2)=[CH:25][N:24]([CH:26]2[CH2:31][CH2:30][O:29][CH2:28][CH2:27]2)[N:23]=1)=[O:33], predict the reactants needed to synthesize it. The reactants are: [Br:1][C:2]1[CH:3]=[C:4]([CH:8]=[CH:9][CH:10]=1)[C:5]([OH:7])=O.C(N(C(C)C)C(C)C)C.[NH2:20][C:21]1[C:22]([C:32]([O:34][CH3:35])=[O:33])=[N:23][N:24]([CH:26]2[CH2:31][CH2:30][O:29][CH2:28][CH2:27]2)[CH:25]=1.ClP(N1CCOC1=O)(N1CCOC1=O)=O. (2) Given the product [F:16][C:14]([F:17])([F:15])[C:13]1[C:8]([C:6]2[CH:7]=[C:2]3[C:3]([C:18]([OH:20])=[CH:19][N:21]=[N:1]3)=[CH:4][CH:5]=2)=[N:9][CH:10]=[CH:11][CH:12]=1, predict the reactants needed to synthesize it. The reactants are: [NH2:1][C:2]1[CH:7]=[C:6]([C:8]2[C:13]([C:14]([F:17])([F:16])[F:15])=[CH:12][CH:11]=[CH:10][N:9]=2)[CH:5]=[CH:4][C:3]=1[C:18](=[O:20])[CH3:19].[N:21]([O-])=O.[Na+].C([O-])(=O)C.[Na+]. (3) Given the product [CH2:64]([O:67][C:68]([N:70]1[CH2:75][CH2:74][N:73]([C:76](=[O:84])[C@@H:77]([NH:83][C:27]([C:18]2[CH:17]=[C:16]([O:15][CH2:14][C:13]([N:9]3[CH2:10][CH2:11][CH2:12][C@H:8]3[C:6](=[O:7])[NH:5][CH:1]3[CH2:4][CH2:3][CH2:2]3)=[O:30])[N:20]([C:21]3[CH:26]=[CH:25][CH:24]=[CH:23][CH:22]=3)[N:19]=2)=[O:28])[CH2:78][C:79]([F:80])([F:82])[F:81])[CH2:72][CH2:71]1)=[O:69])[CH2:65][CH3:66], predict the reactants needed to synthesize it. The reactants are: [CH:1]1([NH:5][C:6]([C@@H:8]2[CH2:12][CH2:11][CH2:10][N:9]2[C:13](=[O:30])[CH2:14][O:15][C:16]2[N:20]([C:21]3[CH:26]=[CH:25][CH:24]=[CH:23][CH:22]=3)[N:19]=[C:18]([C:27](O)=[O:28])[CH:17]=2)=[O:7])[CH2:4][CH2:3][CH2:2]1.CN(C(ON1N=NC2C=CC=NC1=2)=[N+](C)C)C.F[P-](F)(F)(F)(F)F.CCN(C(C)C)C(C)C.[CH2:64]([O:67][C:68]([N:70]1[CH2:75][CH2:74][N:73]([C:76](=[O:84])[C@@H:77]([NH2:83])[CH2:78][C:79]([F:82])([F:81])[F:80])[CH2:72][CH2:71]1)=[O:69])[CH2:65][CH3:66].C([O-])(O)=O.[Na+]. (4) The reactants are: Br[C:2]1[CH:7]=[CH:6][CH:5]=[CH:4][N:3]=1.[CH3:8][C:9]1[CH:10]=[CH:11][C:12]([NH2:15])=[N:13][CH:14]=1.CC(C)([O-])C.[K+].C1(P(C2CCCCC2)C2C=CC=CC=2C2C(OC)=CC=CC=2OC)CCCCC1. Given the product [N:3]1[CH:4]=[CH:5][CH:6]=[CH:7][C:2]=1[NH:15][C:12]1[CH:11]=[CH:10][C:9]([CH3:8])=[CH:14][N:13]=1, predict the reactants needed to synthesize it.